From a dataset of Full USPTO retrosynthesis dataset with 1.9M reactions from patents (1976-2016). Predict the reactants needed to synthesize the given product. (1) Given the product [Cl:1][C:2]1[CH:3]=[CH:4][C:5]([O:11][CH3:12])=[C:6]([CH:8]([CH:16]=[O:17])[C:9]#[N:10])[CH:7]=1, predict the reactants needed to synthesize it. The reactants are: [Cl:1][C:2]1[CH:3]=[CH:4][C:5]([O:11][CH3:12])=[C:6]([CH2:8][C:9]#[N:10])[CH:7]=1.[Na].O.Cl.[CH:16](OCC)=[O:17]. (2) The reactants are: Cl[C:2]1[C:14]2[N:13]3[C:8]([CH2:9][CH2:10][CH2:11][CH2:12]3)=[C:7]([C:15]#[N:16])[C:6]=2[N:5]=[CH:4][N:3]=1.NC(N)=[S:19].[OH-].[Na+].ClCCl. Given the product [S:19]=[C:2]1[C:14]2[N:13]3[C:8]([CH2:9][CH2:10][CH2:11][CH2:12]3)=[C:7]([C:15]#[N:16])[C:6]=2[N:5]=[CH:4][NH:3]1, predict the reactants needed to synthesize it. (3) The reactants are: [OH:1][C@H:2]1[CH2:11][CH2:10][CH2:9][C@@H:8]2[C@:3]1([C:14]1[CH:19]=[CH:18][CH:17]=[CH:16][CH:15]=1)[CH2:4][CH2:5][C:6](=[O:13])[C@H:7]2[CH3:12].[CH2:20](O)[CH2:21][OH:22].C1(C)C=CC(S(O)(=O)=O)=CC=1. Given the product [CH3:12][C@H:7]1[C@H:8]2[C@@:3]([C:14]3[CH:15]=[CH:16][CH:17]=[CH:18][CH:19]=3)([C@@H:2]([OH:1])[CH2:11][CH2:10][CH2:9]2)[CH2:4][CH2:5][C:6]21[O:22][CH2:21][CH2:20][O:13]2, predict the reactants needed to synthesize it. (4) Given the product [CH3:6][C:5]1[N:8]=[C:11]([OH:12])[C:10]([CH3:9])=[C:15]([OH:16])[N:7]=1, predict the reactants needed to synthesize it. The reactants are: CO[Na].Cl.[C:5]([NH2:8])(=[NH:7])[CH3:6].[CH3:9][CH:10]([C:15](OC)=[O:16])[C:11](OC)=[O:12]. (5) Given the product [O:17]=[C:13]1[C:14]2[C:10](=[CH:9][C:8]([O:7][CH2:6][C@H:2]3[CH2:3][CH2:4][CH2:5][O:1]3)=[CH:16][CH:15]=2)[CH2:11][CH:12]1[O:21][C:18](=[O:20])[CH3:19], predict the reactants needed to synthesize it. The reactants are: [O:1]1[CH2:5][CH2:4][CH2:3][C@@H:2]1[CH2:6][O:7][C:8]1[CH:9]=[C:10]2[C:14](=[CH:15][CH:16]=1)[C:13](=[O:17])[CH2:12][CH2:11]2.[C:18]([O:21]C(=O)C)(=[O:20])[CH3:19].C([O-])(=O)C.[Pb+2].C([O-])(=O)C.C(=O)([O-])[O-].[Na+].[Na+]. (6) Given the product [N:1]1([C:12]([O:11][C:7]([CH3:10])([CH3:9])[CH3:8])=[O:13])[CH2:2][CH:3]=[CH:4][CH2:5][CH2:6]1, predict the reactants needed to synthesize it. The reactants are: [NH:1]1[CH2:6][CH:5]=[CH:4][CH2:3][CH2:2]1.[C:7]([O:11][C:12](O[C:12]([O:11][C:7]([CH3:10])([CH3:9])[CH3:8])=[O:13])=[O:13])([CH3:10])([CH3:9])[CH3:8].